From a dataset of Peptide-MHC class II binding affinity with 134,281 pairs from IEDB. Regression. Given a peptide amino acid sequence and an MHC pseudo amino acid sequence, predict their binding affinity value. This is MHC class II binding data. (1) The peptide sequence is TILPLMALLTPVTMA. The MHC is DRB1_1301 with pseudo-sequence DRB1_1301. The binding affinity (normalized) is 0.738. (2) The peptide sequence is GEGIPLYDAIKCMRT. The MHC is DRB1_0701 with pseudo-sequence DRB1_0701. The binding affinity (normalized) is 0.149.